From a dataset of Reaction yield outcomes from USPTO patents with 853,638 reactions. Predict the reaction yield, written as a fraction of the theoretical maximum amount of product (1.0 means a 100% yield; for example, 0.34 means a 34% yield). The product is [CH:18]([C:21]1[N:22]=[CH:23][C:24]([CH2:27][CH2:28][N:6]2[C:7]3[CH:8]=[CH:9][C:10]([CH3:13])=[CH:11][C:12]=3[C:4]3[CH2:3][N:2]([CH3:1])[CH2:15][CH2:14][C:5]2=3)=[CH:25][CH:26]=1)([CH3:20])[CH3:19]. The reactants are [CH3:1][N:2]1[CH2:15][CH2:14][C:5]2[NH:6][C:7]3[CH:8]=[CH:9][C:10]([CH3:13])=[CH:11][C:12]=3[C:4]=2[CH2:3]1.[OH-].[K+].[CH:18]([C:21]1[CH:26]=[CH:25][C:24]([CH:27]=[CH2:28])=[CH:23][N:22]=1)([CH3:20])[CH3:19]. The yield is 0.140. The catalyst is CN1CCCC1=O.O.